From a dataset of Catalyst prediction with 721,799 reactions and 888 catalyst types from USPTO. Predict which catalyst facilitates the given reaction. (1) Reactant: [F-].C([N+](CCCC)(CCCC)CCCC)CCC.[Si]([O:36][CH2:37][C:38]1[CH:39]=[C:40]([CH:44]([C:51]#[C:52][CH3:53])[CH2:45][C:46]([O:48][CH2:49][CH3:50])=[O:47])[CH:41]=[CH:42][CH:43]=1)(C(C)(C)C)(C1C=CC=CC=1)C1C=CC=CC=1.O. Product: [OH:36][CH2:37][C:38]1[CH:39]=[C:40]([CH:44]([C:51]#[C:52][CH3:53])[CH2:45][C:46]([O:48][CH2:49][CH3:50])=[O:47])[CH:41]=[CH:42][CH:43]=1. The catalyst class is: 1. (2) Reactant: Br[C:2]1[N:7]=[CH:6][C:5]([F:8])=[CH:4][N:3]=1.C(=O)([O-])[O-].[K+].[K+].[C:15]([C:17]1[CH:22]=[CH:21][CH:20]=[CH:19][C:18]=1B(O)O)#[N:16]. Product: [F:8][C:5]1[CH:4]=[N:3][C:2]([C:18]2[CH:19]=[CH:20][CH:21]=[CH:22][C:17]=2[C:15]#[N:16])=[N:7][CH:6]=1. The catalyst class is: 151.